Task: Predict which catalyst facilitates the given reaction.. Dataset: Catalyst prediction with 721,799 reactions and 888 catalyst types from USPTO Reactant: [CH2:1]([O:3][C:4]([C:6]1[S:16][C:9]2[N:10]=[C:11]([NH2:15])[N:12]=[C:13](Cl)[C:8]=2[CH:7]=1)=[O:5])[CH3:2].[O:17]1[C:21]2[CH:22]=[CH:23][C:24]([CH2:26][C:27]#[N:28])=[CH:25][C:20]=2[O:19][CH2:18]1.[H-].[Na+]. Product: [CH2:1]([O:3][C:4]([C:6]1[S:16][C:9]2[N:10]=[C:11]([NH2:15])[N:12]=[C:13]([CH:26]([C:24]3[CH:23]=[CH:22][C:21]4[O:17][CH2:18][O:19][C:20]=4[CH:25]=3)[C:27]#[N:28])[C:8]=2[CH:7]=1)=[O:5])[CH3:2]. The catalyst class is: 163.